Dataset: Catalyst prediction with 721,799 reactions and 888 catalyst types from USPTO. Task: Predict which catalyst facilitates the given reaction. (1) Reactant: C([O:5][C:6](=[O:32])[CH2:7][CH2:8][N:9]1[CH2:14][CH2:13][O:12][CH:11]([C:15]2[CH:20]=[CH:19][C:18]([O:21][CH2:22][C:23]3[CH:28]=[CH:27][CH:26]=[C:25]([O:29][CH3:30])[CH:24]=3)=[CH:17][C:16]=2[CH3:31])[CH2:10]1)(C)(C)C.O1CCOCC1. Product: [CH3:30][O:29][C:25]1[CH:24]=[C:23]([CH:28]=[CH:27][CH:26]=1)[CH2:22][O:21][C:18]1[CH:19]=[CH:20][C:15]([CH:11]2[O:12][CH2:13][CH2:14][N:9]([CH2:8][CH2:7][C:6]([OH:32])=[O:5])[CH2:10]2)=[C:16]([CH3:31])[CH:17]=1. The catalyst class is: 33. (2) Reactant: [C:1]([C:5]1[S:9]/[C:8](=[N:10]\[C:11](=[O:21])[C:12]2[CH:17]=[C:16]([Cl:18])[CH:15]=[CH:14][C:13]=2[O:19][CH3:20])/[N:7]([CH2:22][C@@H:23]2[CH2:27][CH2:26][CH2:25][N:24]2C(OC(C)(C)C)=O)[CH:6]=1)([CH3:4])([CH3:3])[CH3:2].Cl.O1CCOCC1. Product: [C:1]([C:5]1[S:9]/[C:8](=[N:10]\[C:11](=[O:21])[C:12]2[CH:17]=[C:16]([Cl:18])[CH:15]=[CH:14][C:13]=2[O:19][CH3:20])/[N:7]([CH2:22][C@@H:23]2[CH2:27][CH2:26][CH2:25][NH:24]2)[CH:6]=1)([CH3:4])([CH3:2])[CH3:3]. The catalyst class is: 5. (3) Product: [CH3:1][C:2]1[CH:5]=[CH:27][C:23]2[O:11][N:10]=[C:8]([NH2:16])[C:7]=2[CH:3]=1. Reactant: [CH3:1][C:2]([CH3:5])([O-])[CH3:3].[K+].[CH3:7][C:8](=[N:10][OH:11])C.FC1C=CC(C)=CC=1C#[N:16].Cl.[CH2:23]1[CH2:27]OCC1. The catalyst class is: 315. (4) Reactant: [CH2:1]([O:8][C:9]1[CH:14]=[C:13](Br)[CH:12]=[C:11]([F:16])[C:10]=1[N:17]1[S:21](=[O:23])(=[O:22])[NH:20][C:19](=[O:24])[CH2:18]1)[C:2]1[CH:7]=[CH:6][CH:5]=[CH:4][CH:3]=1.[Na+].[I-:26].CN[C@@H]1CCCC[C@H]1NC. Product: [CH2:1]([O:8][C:9]1[CH:14]=[C:13]([I:26])[CH:12]=[C:11]([F:16])[C:10]=1[N:17]1[S:21](=[O:23])(=[O:22])[NH:20][C:19](=[O:24])[CH2:18]1)[C:2]1[CH:7]=[CH:6][CH:5]=[CH:4][CH:3]=1. The catalyst class is: 185. (5) Reactant: [Br:1][C:2]1[CH:3]=[C:4]([C:10]2[CH:15]=[CH:14][C:13]([CH:16]=O)=[CH:12][CH:11]=2)[CH:5]=[CH:6][C:7]=1[O:8][CH3:9].[CH2:18]([NH2:25])[C:19]1[CH:24]=[CH:23][CH:22]=[CH:21][CH:20]=1.[O-]S([O-])(=O)=O.[Mg+2]. The catalyst class is: 2. Product: [CH2:18](/[N:25]=[CH:16]\[C:13]1[CH:14]=[CH:15][C:10]([C:4]2[CH:5]=[CH:6][C:7]([O:8][CH3:9])=[C:2]([Br:1])[CH:3]=2)=[CH:11][CH:12]=1)[C:19]1[CH:24]=[CH:23][CH:22]=[CH:21][CH:20]=1. (6) Reactant: [CH3:1][C:2]([CH3:63])([CH2:10][C:11]([O:13][C@H:14]1[CH2:31][CH2:30][C@@:29]2([CH3:32])[C@@H:16]([CH2:17][CH2:18][C@:19]3([CH3:60])[C@@H:28]2[CH2:27][CH2:26][C@H:25]2[C@@:20]3([CH3:59])[CH2:21][CH2:22][C@@:23]3([C@@H:40]([OH:58])[CH2:41][N:42](C(OC(C)(C)C)=O)[CH2:43][C:44]4[CH:49]=[CH:48][C:47]([Cl:50])=[CH:46][CH:45]=4)[CH2:35][C:34](=[O:36])[C:33]([CH:37]([CH3:39])[CH3:38])=[C:24]32)[C:15]1([CH3:62])[CH3:61])=[O:12])[C:3]([O:5]C(C)(C)C)=[O:4].C(O)(C(F)(F)F)=O. Product: [Cl:50][C:47]1[CH:46]=[CH:45][C:44]([CH2:43][NH:42][CH2:41][C@@H:40]([C@:23]23[CH2:35][C:34](=[O:36])[C:33]([CH:37]([CH3:38])[CH3:39])=[C:24]2[C@@H:25]2[C@@:20]([CH3:59])([CH2:21][CH2:22]3)[C@@:19]3([CH3:60])[C@@H:28]([C@:29]4([CH3:32])[C@@H:16]([CH2:17][CH2:18]3)[C:15]([CH3:61])([CH3:62])[C@@H:14]([O:13][C:11](=[O:12])[CH2:10][C:2]([CH3:1])([CH3:63])[C:3]([OH:5])=[O:4])[CH2:31][CH2:30]4)[CH2:27][CH2:26]2)[OH:58])=[CH:49][CH:48]=1. The catalyst class is: 2. (7) Reactant: [C:1]([CH:3]([C:13](=O)[CH2:14][CH3:15])[CH2:4][C:5]1[CH:12]=[CH:11][C:8]([C:9]#[N:10])=[CH:7][CH:6]=1)#[N:2].[NH2:17][NH2:18]. Product: [NH2:2][C:1]1[NH:18][N:17]=[C:13]([CH2:14][CH3:15])[C:3]=1[CH2:4][C:5]1[CH:12]=[CH:11][C:8]([C:9]#[N:10])=[CH:7][CH:6]=1. The catalyst class is: 14.